Dataset: CYP2C9 inhibition data for predicting drug metabolism from PubChem BioAssay. Task: Regression/Classification. Given a drug SMILES string, predict its absorption, distribution, metabolism, or excretion properties. Task type varies by dataset: regression for continuous measurements (e.g., permeability, clearance, half-life) or binary classification for categorical outcomes (e.g., BBB penetration, CYP inhibition). Dataset: cyp2c9_veith. (1) The drug is O=C(c1cnccn1)N1CCC2(CCCN(Cc3ccccc3)C2)CC1. The result is 0 (non-inhibitor). (2) The compound is NNS(=O)(=O)c1cc(C(=O)O)cc(C(=O)O)c1. The result is 0 (non-inhibitor). (3) The compound is CN1CCN(c2ncc3nc(-c4cccc(C#N)c4)c(=O)n(CCc4ccccc4)c3n2)CC1. The result is 0 (non-inhibitor). (4) The compound is Cc1cccc(-c2noc(-c3cc4ccccc4oc3=O)n2)c1. The result is 0 (non-inhibitor). (5) The compound is O=c1oc2cc(Oc3ccc(C(F)(F)F)cc3[N+](=O)[O-])ccc2c2c1CCCC2. The result is 1 (inhibitor). (6) The compound is CC(=O)[C@@H]1CC[C@@H]2[C@@H]3C[C@H](C)C4=CC(=O)CC[C@@]4(C)[C@H]3[C@H](O)C[C@@]12C. The result is 1 (inhibitor).